Task: Binary Classification. Given a miRNA mature sequence and a target amino acid sequence, predict their likelihood of interaction.. Dataset: Experimentally validated miRNA-target interactions with 360,000+ pairs, plus equal number of negative samples (1) The miRNA is hsa-miR-3654 with sequence GACUGGACAAGCUGAGGAA. The protein sequence of the target gene is METQFRRGGLGCSPASIKRKKKREDSGDFGLQVSTMFSEDDFQSTERAPYGPQLQWSQDLPRVQVFREQANLEDRSPRRTQRITGGEQVLWGPITQIFPTVRPADLTRVIMPLEQRSQHCKPEEGLQAQEEDLGLVGAQALQAEEQEAAFFSSTLNVGTLEELPAAESPSPPQSPQEESFSPTAMDAIFGSLSDEGSGSQEKEGPSTSPDLIDPESFSQDILHDKIIDLVHLLLRKYRVKGLITKAEMLGSVIKNYEDYFPEIFREASVCMQLLFGIDVKEVDPTSHSYVLVTSLNLSYD.... Result: 0 (no interaction). (2) The miRNA is mmu-miR-1306-3p with sequence ACGUUGGCUCUGGUGGUGAUG. The protein sequence of the target gene is MASAGVAAGRQAEDVLPPTSDQPLPDTKPLPPPQPPPVPAPQPQQSPAPRPQSPARAREEENYSFLPLVHNIIKCMDKDSPEVHQDLNALKSKFQEMRKLISTMPGIHLSPEQQQQQLQSLREQVRTKNELLQKYKSLCMFEIPKE. Result: 0 (no interaction). (3) The miRNA is gga-miR-1764-3p with sequence AGCUGCUUGUUGGCUGGGGAG. The protein sequence of the target gene is MASGPHSTATAAAAASSAAPSAGGSSSGTTTTTTTTTGGILIGDRLYSEVSLTIDHSLIPEERLSPTPSMQDGLDLPSETDLRILGCELIQAAGILLRLPQVAMATGQVLFHRFFYSKSFVKHSFEIVAMACINLASKIEEAPRRIRDVINVFHHLRQLRGKRTPSPLILDQNYINTKNQVIKAERRVLKELGFCVHVKHPHKIIVMYLQVLECERNQTLVQTAWNYMNDSLRTNVFVRFQPETIACACIYLAARALQIPLPTRPHWFLLFGTTEEEIQEICIETLRLYTRKKPNYELLE.... Result: 0 (no interaction). (4) The miRNA is hsa-miR-939-3p with sequence CCCUGGGCCUCUGCUCCCCAG. The protein sequence of the target gene is MALVTVSRSPPGSGASTPVGPWDQAVQRRSRLQRRQSFAVLRGAVLGLQDGGDNDDAAEASSEPTEKAPSEEELHGDQTDFGQGSQSPQKQEEQRQHLHLMVQLLRPQDDIRLAAQLEAPRPPRLRYLLVVSTREGEGLSQDETVLLGVDFPDSSSPSCTLGLVLPLWSDTQVYLDGDGGFSVTSGGQSRIFKPISIQTMWATLQVLHQACEAALGSGLVPGGSALTWASHYQERLNSEQSCLNEWTAMADLESLRPPSAEPGGSSEQEQMEQAIRAELWKVLDVSDLESVTSKEIRQAL.... Result: 1 (interaction). (5) The miRNA is mmu-miR-1258-5p with sequence UGCUGAGCUAAUUCCCUAACUG. The protein sequence of the target gene is MVANFFKSLILPYIHKLCKGMFTKKLGNTNKNKEYRQQKKDQDFPTAGQTKSPKFSYTFKSTVKKIAKCSSTHNLSTEEDEASKEFSLSPTFSYRVAIANGLQKNAKVTNSDNEDLLQELSSIESSYSESLNELRSSTENQAQSTHTMPVRRNRKSSSSLAPSEGSSDGERTLHGLKLGALRKLRKWKKSQECVSSDSELSTMKKSWGIRSKSLDRTVRNPKTNALEPGFSSSGCISQTHDVMEMIFKELQGISQIETELSELRGHVNALKHSIDEISSSVEVVQSEIEQLRTGFVQSRR.... Result: 0 (no interaction). (6) The protein sequence of the target gene is MIDTLRPVPFASEMAICKTVSWLNEQLELGNERLLLMDCRPQELYESSHIESAINVAIPGIMLRRLQKGNLPVRALFTRCEDRDRFTRRCGTDTVVLYDENSSDWNENTGGESVLGLLLKKLKDEGCRAFYLEGGFSKFQAEFALHCETNLDGSCSSSSPPLPVLGLGGLRISSDSSSDIESDLDRDPNSATDSDGSPLSNSQPSFPVEILPFLYLGCAKDSTNLDVLEEFGIKYILNVTPNLPNLFENAGEFKYKQIPISDHWSQNLSQFFPEAISFIDEARGKNCGVLVHCLAGISRS.... Result: 0 (no interaction). The miRNA is hsa-miR-665 with sequence ACCAGGAGGCUGAGGCCCCU. (7) The miRNA is hsa-miR-3929 with sequence GAGGCUGAUGUGAGUAGACCACU. The protein sequence of the target gene is MSVLRPLDKLPGLNTATILLVGTEDALLQQLADSMLKEDCASELKVHLAKSLPLPSSVNRPRIDLIVFVVNLHSKYSLQNTEESLRHVDASFFLGKVCFLATGAGRESHCSIHRHTVVKLAHTYQSPLLYCDLEVEGFRATMAQRLVRVLQICAGHVPGVSALNLLSLLRSSEGPSLEDL. Result: 1 (interaction).